Dataset: Forward reaction prediction with 1.9M reactions from USPTO patents (1976-2016). Task: Predict the product of the given reaction. (1) Given the reactants [CH3:1][O:2][CH2:3][CH2:4][CH2:5][NH2:6].[C:7]([O:11][C:12](O[C:12]([O:11][C:7]([CH3:10])([CH3:9])[CH3:8])=[O:13])=[O:13])([CH3:10])([CH3:9])[CH3:8], predict the reaction product. The product is: [CH3:1][O:2][CH2:3][CH2:4][CH2:5][NH:6][C:12](=[O:13])[O:11][C:7]([CH3:10])([CH3:9])[CH3:8]. (2) Given the reactants [NH2:1][C:2]1[CH:10]=[CH:9][C:5]([C:6]([O-:8])=[O:7])=[C:4](C(C)(C)C)[CH:3]=1.C([O-])(O)=O.[Na+].[C:20](Cl)(Cl)=[S:21], predict the reaction product. The product is: [C:5]([O:8][C:6](=[O:7])[C:5]1[CH:4]=[CH:3][C:2]([N:1]=[C:20]=[S:21])=[CH:10][CH:9]=1)([CH3:9])([CH3:6])[CH3:4]. (3) Given the reactants [C:1]([C:3]1([CH2:6][CH2:7][CH2:8][CH2:9][CH2:10][CH2:11][CH2:12][CH2:13][CH2:14][CH2:15][CH2:16][CH2:17][C:18]2([C:21]([OH:23])=[O:22])[CH2:20][CH2:19]2)[CH2:5][CH2:4]1)#[N:2].[N-:24]=[N+:25]=[N-:26].[Na+].Cl.C(N(CC)CC)C, predict the reaction product. The product is: [NH:2]1[C:1]([C:3]2([CH2:6][CH2:7][CH2:8][CH2:9][CH2:10][CH2:11][CH2:12][CH2:13][CH2:14][CH2:15][CH2:16][CH2:17][C:18]3([C:21]([OH:23])=[O:22])[CH2:19][CH2:20]3)[CH2:4][CH2:5]2)=[N:26][N:25]=[N:24]1. (4) Given the reactants Br[C:2]1[O:6][N:5]=[C:4]([C:7]([O:9][CH2:10][CH3:11])=[O:8])[C:3]=1[CH3:12].[CH2:13]([Sn](CCCC)(CCCC)C=C)[CH2:14]CC, predict the reaction product. The product is: [CH3:12][C:3]1[C:4]([C:7]([O:9][CH2:10][CH3:11])=[O:8])=[N:5][O:6][C:2]=1[CH:13]=[CH2:14]. (5) Given the reactants [NH2:1][C:2]1[N:7]([CH3:8])[C:6](=[O:9])[C:5]([CH3:11])([CH3:10])[C@:4]([C:13]2[CH:18]=[C:17]([NH2:19])[CH:16]=[CH:15][C:14]=2[F:20])([CH3:12])[N:3]=1.[CH3:21][C:22]1[CH:23]=[CH:24][CH:25]=[C:26]2[C:30]=1[C:29](=O)[CH2:28][CH2:27]2.[B][B][B][B][B][B][B][B][B][B], predict the reaction product. The product is: [NH2:1][C:2]1[N:7]([CH3:8])[C:6](=[O:9])[C:5]([CH3:10])([CH3:11])[C@:4]([C:13]2[CH:18]=[C:17]([NH:19][CH:29]3[C:30]4[C:26](=[CH:25][CH:24]=[CH:23][C:22]=4[CH3:21])[CH2:27][CH2:28]3)[CH:16]=[CH:15][C:14]=2[F:20])([CH3:12])[N:3]=1.